From a dataset of Reaction yield outcomes from USPTO patents with 853,638 reactions. Predict the reaction yield, written as a fraction of the theoretical maximum amount of product (1.0 means a 100% yield; for example, 0.34 means a 34% yield). (1) The reactants are [CH3:1][NH:2][C:3]1[CH:8]=[CH:7][N:6]=[C:5]([NH2:9])[CH:4]=1.[O:10]1[C:14]2[CH:15]=[CH:16][C:17]([C:19](=O)[CH2:20]Br)=[CH:18][C:13]=2[O:12][CH2:11]1. No catalyst specified. The product is [O:10]1[C:14]2[CH:15]=[CH:16][C:17]([C:19]3[N:9]=[C:5]4[CH:4]=[C:3]([NH:2][CH3:1])[CH:8]=[CH:7][N:6]4[CH:20]=3)=[CH:18][C:13]=2[O:12][CH2:11]1. The yield is 0.550. (2) The reactants are [Cl:1][C:2]1[CH:10]=[C:6]([C:7]([OH:9])=O)[C:5]([OH:11])=[CH:4][CH:3]=1.[NH2:12][C:13]1[S:14][CH:15]=[C:16]([C:18]2[CH:23]=[C:22]([C:24]([F:27])([F:26])[F:25])[CH:21]=[C:20]([C:28]([F:31])([F:30])[F:29])[CH:19]=2)[N:17]=1.P(Cl)(Cl)Cl.ClC1C=CC=CC=1. The catalyst is O. The product is [Cl:1][C:2]1[CH:3]=[CH:4][C:5]([OH:11])=[C:6]([CH:10]=1)[C:7]([NH:12][C:13]1[S:14][CH:15]=[C:16]([C:18]2[CH:19]=[C:20]([C:28]([F:29])([F:30])[F:31])[CH:21]=[C:22]([C:24]([F:27])([F:25])[F:26])[CH:23]=2)[N:17]=1)=[O:9]. The yield is 0.235. (3) The reactants are C(O[C:9]([N:11](C)[CH2:12][CH2:13][C:14]1[CH:19]=[CH:18][C:17]([CH:20]([NH:24][C:25]2[CH:30]=[CH:29][CH:28]=[C:27]([C:31](=[O:33])[NH2:32])[CH:26]=2)[C:21]([OH:23])=[O:22])=[CH:16][CH:15]=1)=O)C1C=CC=CC=1. The catalyst is [Pd]. The product is [C:31]([C:27]1[CH:26]=[C:25]([NH:24][CH:20]([C:17]2[CH:16]=[CH:15][C:14]([CH2:13][CH2:12][NH:11][CH3:9])=[CH:19][CH:18]=2)[C:21]([OH:23])=[O:22])[CH:30]=[CH:29][CH:28]=1)(=[O:33])[NH2:32]. The yield is 0.990. (4) The reactants are C([NH:4][C:5]1[C:10]([CH3:11])=[CH:9][C:8]([CH2:12][CH2:13][C:14]([C:16]2[S:17][C:18]([CH2:27][CH3:28])=[C:19]3[CH2:24][C:23]([CH3:26])([CH3:25])[CH2:22][CH2:21][C:20]=23)=[O:15])=[CH:7][C:6]=1[CH3:29])C=C.C[N+]1([O-])CC[O:34]CC1.[CH3:38][C:39]([CH3:41])=[O:40]. The catalyst is O.O=[Os](=O)(=O)=O.C(O)(C)(C)C. The product is [NH3:4].[OH:40][CH:39]([CH2:41][OH:34])[CH2:38][NH:4][C:5]1[C:10]([CH3:11])=[CH:9][C:8]([CH2:12][CH2:13][C:14]([C:16]2[S:17][C:18]([CH2:27][CH3:28])=[C:19]3[CH2:24][C:23]([CH3:26])([CH3:25])[CH2:22][CH2:21][C:20]=23)=[O:15])=[CH:7][C:6]=1[CH3:29]. The yield is 0.250. (5) The reactants are [CH:1]1([NH2:7])[CH2:6][CH2:5][CH2:4][CH2:3][CH2:2]1.[CH:8](=O)[CH:9]([CH3:11])[CH3:10].[BH4-].[Na+]. The catalyst is CO. The product is [CH2:8]([NH:7][CH:1]1[CH2:6][CH2:5][CH2:4][CH2:3][CH2:2]1)[CH:9]([CH3:11])[CH3:10]. The yield is 0.820. (6) The reactants are [O:1]1[CH2:7][CH2:6][CH2:5][O:4][C:3]2[C:8]([CH2:12][NH:13][CH3:14])=[CH:9][CH:10]=[CH:11][C:2]1=2.Cl.[O:16]=[C:17]1[NH:26][C:25]2[N:24]=[CH:23][C:22](/[CH:27]=[CH:28]/[C:29]([OH:31])=O)=[CH:21][C:20]=2[CH2:19][CH2:18]1. No catalyst specified. The product is [O:1]1[CH2:7][CH2:6][CH2:5][O:4][C:3]2[C:8]([CH2:12][N:13]([CH3:14])[C:29](=[O:31])[CH:28]=[CH:27][C:22]3[CH:23]=[N:24][C:25]4[NH:26][C:17](=[O:16])[CH2:18][CH2:19][C:20]=4[CH:21]=3)=[CH:9][CH:10]=[CH:11][C:2]1=2. The yield is 0.790. (7) The reactants are C1OC2C(C3C4OCOC=4C=CC=3P(C3C=CC=CC=3)C3C=CC=CC=3)=C(P(C3C=CC=CC=3)C3C=CC=CC=3)C=CC=2O1.O(C(C)(C)C)[Na].C1(C)C=CC=CC=1.[O:58]=[C:59]1[CH2:66][C:63]([CH3:65])([CH3:64])[CH2:62][C:61]([CH3:67])=[CH:60]1. The catalyst is [Cu].CC(O)(C)C. The product is [CH3:64][C:63]1([CH3:65])[CH2:62][CH:61]([CH3:67])[CH2:60][C:59](=[O:58])[CH2:66]1. The yield is 0.180. (8) The catalyst is O1CCCC1. The yield is 0.610. The product is [NH2:2][CH2:3][C:4]1[CH:13]=[CH:12][CH:11]=[C:10]2[C:5]=1[C:6](=[O:23])[N:7]([CH:15]1[CH2:20][CH2:19][C:18](=[O:21])[NH:17][C:16]1=[O:22])[C:8]([CH3:14])=[N:9]2. The reactants are Cl.[NH2:2][CH2:3][C:4]1[CH:13]=[CH:12][CH:11]=[C:10]2[C:5]=1[C:6](=[O:23])[N:7]([CH:15]1[CH2:20][CH2:19][C:18](=[O:21])[NH:17][C:16]1=[O:22])[C:8]([CH3:14])=[N:9]2.C1(C)C=CC(C(Cl)=O)=CC=1.C(N(CC)CC)C.